From a dataset of Full USPTO retrosynthesis dataset with 1.9M reactions from patents (1976-2016). Predict the reactants needed to synthesize the given product. (1) The reactants are: [Cl:1][C:2]1[CH:3]=[CH:4][C:5]([F:20])=[C:6]([C:8]2[N:13]=[C:12](I)[C:11]3[CH2:15][C:16]([CH3:19])([CH3:18])[CH2:17][C:10]=3[N:9]=2)[CH:7]=1.[CH3:21][C:22]1[CH:23]=[N:24][CH:25]=[CH:26][C:27]=1[NH2:28].C1C=CC(P(C2C=CC3C(=CC=CC=3)C=2C2C3C(=CC=CC=3)C=CC=2P(C2C=CC=CC=2)C2C=CC=CC=2)C2C=CC=CC=2)=CC=1.C([O-])([O-])=O.[Cs+].[Cs+].C(O)(C(F)(F)F)=O. Given the product [Cl:1][C:2]1[CH:3]=[CH:4][C:5]([F:20])=[C:6]([C:8]2[N:13]=[C:12]([NH:28][C:27]3[CH:26]=[CH:25][N:24]=[CH:23][C:22]=3[CH3:21])[C:11]3[CH2:15][C:16]([CH3:19])([CH3:18])[CH2:17][C:10]=3[N:9]=2)[CH:7]=1, predict the reactants needed to synthesize it. (2) The reactants are: Cl[CH2:2][C:3]1[CH:4]=[C:5]2[C:9](=[CH:10][CH:11]=1)[CH:8]([NH:12][C:13](=[O:22])[O:14][CH2:15][C:16]1[CH:21]=[CH:20][CH:19]=[CH:18][CH:17]=1)[CH2:7][CH2:6]2.CC1(C)COB([C:30]2[CH:31]=[C:32]([CH:37]=[C:38]([C:40]([F:43])([F:42])[F:41])[CH:39]=2)[C:33]([O:35][CH3:36])=[O:34])OC1.C(=O)([O-])[O-].[Na+].[Na+]. Given the product [CH2:15]([O:14][C:13]([NH:12][CH:8]1[C:9]2[C:5](=[CH:4][C:3]([CH2:2][C:30]3[CH:31]=[C:32]([CH:37]=[C:38]([C:40]([F:41])([F:43])[F:42])[CH:39]=3)[C:33]([O:35][CH3:36])=[O:34])=[CH:11][CH:10]=2)[CH2:6][CH2:7]1)=[O:22])[C:16]1[CH:21]=[CH:20][CH:19]=[CH:18][CH:17]=1, predict the reactants needed to synthesize it. (3) Given the product [OH:18][C:11]1[C:10]([CH2:19][CH2:20][CH3:21])=[C:9]([O:8][CH2:7][C:6]2[CH:22]=[CH:23][C:3]([CH:2]([O:37][CH3:35])[C:24]3[CH:29]=[CH:28][CH:27]=[C:26]([C:30]4[NH:31][N:32]=[N:33][N:34]=4)[CH:25]=3)=[CH:4][CH:5]=2)[CH:14]=[CH:13][C:12]=1[C:15](=[O:17])[CH3:16], predict the reactants needed to synthesize it. The reactants are: F[CH:2]([C:24]1[CH:29]=[CH:28][CH:27]=[C:26]([C:30]2[NH:34][N:33]=[N:32][N:31]=2)[CH:25]=1)[C:3]1[CH:23]=[CH:22][C:6]([CH2:7][O:8][C:9]2[CH:14]=[CH:13][C:12]([C:15](=[O:17])[CH3:16])=[C:11]([OH:18])[C:10]=2[CH2:19][CH2:20][CH3:21])=[CH:5][CH:4]=1.[C:35](C1C=CC(OCC2C=CC(C(OC)C3C=C(C=CC=3)C#N)=CC=2)=C(CCC)C=1O)(=[O:37])C. (4) Given the product [CH:1]1([C:4]2[C:12]([N:13]([CH2:18][CH2:19][CH2:20][N:63]3[C:59](=[O:69])[C:60]4[C:61](=[CH:65][CH:66]=[CH:67][CH:68]=4)[C:62]3=[O:64])[S:14]([CH3:17])(=[O:16])=[O:15])=[CH:11][C:10]3[C:6](=[C:7]([C:36]([NH:38][CH3:39])=[O:37])[N:8]([C:22]4[CH:27]=[CH:26][C:25]([NH:28][C:29]5[CH:30]=[CH:31][C:32]([F:35])=[CH:33][CH:34]=5)=[CH:24][CH:23]=4)[N:9]=3)[CH:5]=2)[CH2:3][CH2:2]1, predict the reactants needed to synthesize it. The reactants are: [CH:1]1([C:4]2[C:12]([N:13]([CH2:18][CH2:19][CH2:20]O)[S:14]([CH3:17])(=[O:16])=[O:15])=[CH:11][C:10]3[C:6](=[C:7]([C:36]([NH:38][CH3:39])=[O:37])[N:8]([C:22]4[CH:27]=[CH:26][C:25]([NH:28][C:29]5[CH:34]=[CH:33][C:32]([F:35])=[CH:31][CH:30]=5)=[CH:24][CH:23]=4)[N:9]=3)[CH:5]=2)[CH2:3][CH2:2]1.C1(P(C2C=CC=CC=2)C2C=CC=CC=2)C=CC=CC=1.[C:59]1(=[O:69])[NH:63][C:62](=[O:64])[C:61]2=[CH:65][CH:66]=[CH:67][CH:68]=[C:60]12.N(C(OC(C)C)=O)=NC(OC(C)C)=O.CC(OC(/N=N/C(OC(C)C)=O)=O)C. (5) The reactants are: [Cl:1][C:2]1[CH:11]=[C:10]2[C:5]([CH:6]=[CH:7][NH:8][C:9]2=[O:12])=[CH:4][C:3]=1[F:13].C(=O)([O-])[O-].[Cs+].[Cs+].[CH3:20][O:21][C:22]1[CH:29]=[CH:28][C:25]([CH2:26]Cl)=[CH:24][CH:23]=1. Given the product [Cl:1][C:2]1[CH:11]=[C:10]2[C:5]([CH:6]=[CH:7][N:8]([CH2:26][C:25]3[CH:28]=[CH:29][C:22]([O:21][CH3:20])=[CH:23][CH:24]=3)[C:9]2=[O:12])=[CH:4][C:3]=1[F:13], predict the reactants needed to synthesize it. (6) Given the product [F:1][C:2]1[CH:3]=[C:4]([NH:5][C:38]([C:35]2[CH:36]=[CH:37][N:33]([CH3:32])[N:34]=2)=[O:39])[CH:6]=[CH:7][C:8]=1[O:9][C:10]1[C:19]2[C:14](=[CH:15][C:16]([O:22][CH2:23][CH2:24][CH2:25][N:26]3[CH2:31][CH2:30][O:29][CH2:28][CH2:27]3)=[C:17]([O:20][CH3:21])[CH:18]=2)[N:13]=[CH:12][CH:11]=1, predict the reactants needed to synthesize it. The reactants are: [F:1][C:2]1[CH:3]=[C:4]([CH:6]=[CH:7][C:8]=1[O:9][C:10]1[C:19]2[C:14](=[CH:15][C:16]([O:22][CH2:23][CH2:24][CH2:25][N:26]3[CH2:31][CH2:30][O:29][CH2:28][CH2:27]3)=[C:17]([O:20][CH3:21])[CH:18]=2)[N:13]=[CH:12][CH:11]=1)[NH2:5].[CH3:32][N:33]1[CH:37]=[CH:36][C:35]([C:38](Cl)=[O:39])=[N:34]1. (7) Given the product [NH:2]([C:5]1[CH:10]=[C:9]([CH3:11])[CH:8]=[CH:7][N:6]=1)[NH2:3], predict the reactants needed to synthesize it. The reactants are: O.[NH2:2][NH2:3].Cl[C:5]1[CH:10]=[C:9]([CH3:11])[CH:8]=[CH:7][N:6]=1. (8) Given the product [C:1]([O:5][C:6]([N:8]([C:31]([O:30][C:27]([CH3:29])([CH3:28])[CH3:26])=[O:32])[C@@H:9]([CH2:20][CH2:21][C:22]([O:24][CH3:25])=[O:23])[C:10]([O:12][CH2:13][C:14]1[CH:19]=[CH:18][CH:17]=[CH:16][CH:15]=1)=[O:11])=[O:7])([CH3:4])([CH3:3])[CH3:2], predict the reactants needed to synthesize it. The reactants are: [C:1]([O:5][C:6]([NH:8][C@@H:9]([CH2:20][CH2:21][C:22]([O:24][CH3:25])=[O:23])[C:10]([O:12][CH2:13][C:14]1[CH:19]=[CH:18][CH:17]=[CH:16][CH:15]=1)=[O:11])=[O:7])([CH3:4])([CH3:3])[CH3:2].[CH3:26][C:27]([O:30][C:31](O[C:31]([O:30][C:27]([CH3:29])([CH3:28])[CH3:26])=[O:32])=[O:32])([CH3:29])[CH3:28]. (9) Given the product [O:18]1[C:27]2[CH:26]=[C:25]([CH2:28][N:29]([CH:37]3[CH2:42][CH2:41][N:40]([CH2:16][CH:4]4[C:3]5[C:8]6=[C:9]([O:12][CH2:13][C:14](=[O:15])[N:7]6[CH2:6][CH2:5]4)[CH:10]=[CH:11][C:2]=5[F:1])[CH2:39][CH2:38]3)[C:30](=[O:36])[O:31][C:32]([CH3:35])([CH3:34])[CH3:33])[N:24]=[CH:23][C:22]=2[O:21][CH2:20][CH2:19]1, predict the reactants needed to synthesize it. The reactants are: [F:1][C:2]1[CH:11]=[CH:10][C:9]2[O:12][CH2:13][C:14](=[O:15])[N:7]3[C:8]=2[C:3]=1[CH:4]([CH:16]=O)[CH2:5][CH2:6]3.[O:18]1[C:27]2[CH:26]=[C:25]([CH2:28][N:29]([CH:37]3[CH2:42][CH2:41][NH:40][CH2:39][CH2:38]3)[C:30](=[O:36])[O:31][C:32]([CH3:35])([CH3:34])[CH3:33])[N:24]=[CH:23][C:22]=2[O:21][CH2:20][CH2:19]1.